From a dataset of Full USPTO retrosynthesis dataset with 1.9M reactions from patents (1976-2016). Predict the reactants needed to synthesize the given product. Given the product [CH3:17][C:16]1[O:15][N:14]=[C:13]([C:18]2[CH:19]=[N:20][CH:21]=[CH:22][CH:23]=2)[C:12]=1[CH2:11][O:10][C:7]1[CH:8]=[CH:9][C:4]([C:3]([NH:38][CH:37]2[CH2:42][CH2:47][O:39][CH2:40][CH2:36]2)=[O:24])=[CH:5][N:6]=1, predict the reactants needed to synthesize it. The reactants are: CO[C:3](=[O:24])[C:4]1[CH:9]=[CH:8][C:7]([O:10][CH2:11][C:12]2[C:13]([C:18]3[CH:19]=[N:20][CH:21]=[CH:22][CH:23]=3)=[N:14][O:15][C:16]=2[CH3:17])=[N:6][CH:5]=1.COC(=O)C1C=CC(OC[C:36]2[C:37]([C:42]3[CH:47]=CC=C(F)C=3)=[N:38][O:39][C:40]=2C)=NC=1.NC1CCOCC1.